Dataset: Full USPTO retrosynthesis dataset with 1.9M reactions from patents (1976-2016). Task: Predict the reactants needed to synthesize the given product. (1) Given the product [N:1]1([CH2:6][CH2:7][CH2:8][CH2:9][C:10]([OH:12])=[O:11])[CH:5]=[CH:4][N:3]=[CH:2]1, predict the reactants needed to synthesize it. The reactants are: [N:1]1([CH2:6][CH2:7][CH2:8][CH2:9][C:10]([O:12]C)=[O:11])[CH:5]=[CH:4][N:3]=[CH:2]1.[OH-].[Li+].Cl. (2) Given the product [O:55]=[C:54]1[NH:53][C@@H:52]2[CH2:51][S:50][C@H:49]([CH2:48][CH2:47][CH2:46][CH2:45][C:43]([O:39][CH2:38][C:37]([N:34]3[CH2:33][CH2:32][N:31]([CH2:30][C:27]4[CH:26]=[N:25][C:24]([C:22]5[S:23][C:16]6[C:17](=[N:18][CH:19]=[CH:20][C:15]=6[O:14][C:11]6[CH:12]=[CH:13][C:8]([NH:7][C:5]([NH:4][CH:1]7[CH2:2][CH2:3]7)=[O:6])=[CH:9][C:10]=6[F:41])[CH:21]=5)=[CH:29][CH:28]=4)[CH2:36][CH2:35]3)=[O:40])=[O:42])[C@@H:57]2[NH:56]1, predict the reactants needed to synthesize it. The reactants are: [CH:1]1([NH:4][C:5]([NH:7][C:8]2[CH:13]=[CH:12][C:11]([O:14][C:15]3[CH:20]=[CH:19][N:18]=[C:17]4[CH:21]=[C:22]([C:24]5[CH:29]=[CH:28][C:27]([CH2:30][N:31]6[CH2:36][CH2:35][N:34]([C:37](=[O:40])[CH2:38][OH:39])[CH2:33][CH2:32]6)=[CH:26][N:25]=5)[S:23][C:16]=34)=[C:10]([F:41])[CH:9]=2)=[O:6])[CH2:3][CH2:2]1.[OH:42][C:43]([CH2:45][CH2:46][CH2:47][CH2:48][C@H:49]1[C@@H:57]2[C@@H:52]([NH:53][C:54]([NH:56]2)=[O:55])[CH2:51][S:50]1)=O.C1CCC(N=C=NC2CCCCC2)CC1.